The task is: Predict the reactants needed to synthesize the given product.. This data is from Full USPTO retrosynthesis dataset with 1.9M reactions from patents (1976-2016). (1) Given the product [C:1]([NH:4][C:5]1[N:10]=[C:9]([C:11]2[N:23]=[CH:22][NH:27][C:12]=2[C:14]2[CH:19]=[CH:18][C:17]([F:20])=[CH:16][CH:15]=2)[CH:8]=[CH:7][N:6]=1)([CH3:39])([CH3:3])[CH3:2], predict the reactants needed to synthesize it. The reactants are: [CH:1]([NH:4][C:5]1[N:10]=[C:9]([C:11](=O)[C:12]([C:14]2[CH:19]=[CH:18][C:17]([F:20])=[CH:16][CH:15]=2)=O)[CH:8]=[CH:7][N:6]=1)([CH3:3])[CH3:2].[CH2:22]1[N:27]2CN3CN(C2)C[N:23]1C3.[O-]S([O-])(=O)=O.[Na+].[Na+].[CH3:39]C(O)=O. (2) Given the product [C:1]([O:5][C:6](=[O:15])[C:7]1[CH:12]=[CH:11][C:10](/[CH:20]=[CH:21]/[CH:22]=[CH:25]/[C:24]([O:27][CH3:29])=[O:26])=[C:9]([CH3:14])[CH:8]=1)([CH3:4])([CH3:3])[CH3:2], predict the reactants needed to synthesize it. The reactants are: [C:1]([O:5][C:6](=[O:15])[C:7]1[CH:12]=[CH:11][C:10](Br)=[C:9]([CH3:14])[CH:8]=1)([CH3:4])([CH3:3])[CH3:2].C(O[CH:20]=[CH:21][CH:22]=C)(=O)C.[C:24]([O-:27])(=[O:26])[CH3:25].[Na+].[CH3:29]C(N(C)C)=O. (3) Given the product [F:22][C:23]1[CH:28]=[C:27]([F:29])[CH:26]=[CH:25][C:24]=1[O:30][C:2]1[CH:17]=[C:16]([C:18]([F:21])([F:20])[F:19])[CH:15]=[CH:14][C:3]=1[C:4]([NH:6][C:7]1[CH:12]=[CH:11][NH:10][C:9](=[O:13])[CH:8]=1)=[O:5], predict the reactants needed to synthesize it. The reactants are: F[C:2]1[CH:17]=[C:16]([C:18]([F:21])([F:20])[F:19])[CH:15]=[CH:14][C:3]=1[C:4]([NH:6][C:7]1[CH:12]=[CH:11][NH:10][C:9](=[O:13])[CH:8]=1)=[O:5].[F:22][C:23]1[CH:28]=[C:27]([F:29])[CH:26]=[CH:25][C:24]=1[OH:30].C([O-])([O-])=O.[Cs+].[Cs+].